From a dataset of TCR-epitope binding with 47,182 pairs between 192 epitopes and 23,139 TCRs. Binary Classification. Given a T-cell receptor sequence (or CDR3 region) and an epitope sequence, predict whether binding occurs between them. (1) The epitope is ISPRTLNAW. The TCR CDR3 sequence is CASSRQLGTGELFF. Result: 1 (the TCR binds to the epitope). (2) The TCR CDR3 sequence is CASSLTGDYEQYF. The epitope is YFPLQSYGF. Result: 0 (the TCR does not bind to the epitope). (3) The epitope is KMQRMLLEK. The TCR CDR3 sequence is CASSTLDRTSGFDTQYF. Result: 0 (the TCR does not bind to the epitope). (4) The epitope is CINGVCWTV. The TCR CDR3 sequence is CASGNNYGYTF. Result: 0 (the TCR does not bind to the epitope).